This data is from Full USPTO retrosynthesis dataset with 1.9M reactions from patents (1976-2016). The task is: Predict the reactants needed to synthesize the given product. (1) Given the product [CH3:3][CH:2]([C:4]1[CH:5]=[CH:6][C:7]([CH2:10][CH2:11][C:12]2[C:13]([NH2:18])=[N:14][CH:15]=[CH:16][CH:17]=2)=[CH:8][CH:9]=1)[CH3:1], predict the reactants needed to synthesize it. The reactants are: [CH3:1][CH:2]([C:4]1[CH:9]=[CH:8][C:7]([C:10]#[C:11][C:12]2[C:13]([NH2:18])=[N:14][CH:15]=[CH:16][CH:17]=2)=[CH:6][CH:5]=1)[CH3:3]. (2) Given the product [Cl:14][CH2:15][CH2:16][O:13][C:12]1[CH:11]=[C:10]2[C:6]([CH:7]=[N:8][NH:9]2)=[CH:5][C:4]=1[N+:1]([O-:3])=[O:2], predict the reactants needed to synthesize it. The reactants are: [N+:1]([C:4]1[CH:5]=[C:6]2[C:10](=[CH:11][C:12]=1[OH:13])[NH:9][N:8]=[CH:7]2)([O-:3])=[O:2].[Cl:14][CH2:15][CH2:16]O. (3) Given the product [Br:16][C:17]1[CH:22]=[CH:21][C:20]([CH2:23][CH:2]([C:1]([O:8][CH3:9])=[O:7])[C:3]([O:5][CH3:6])=[O:4])=[CH:19][CH:18]=1, predict the reactants needed to synthesize it. The reactants are: [C:1]([O:8][CH3:9])(=[O:7])[CH2:2][C:3]([O:5][CH3:6])=[O:4].C(=O)([O-])[O-].[K+].[K+].[Br:16][C:17]1[CH:22]=[CH:21][C:20]([CH2:23]Br)=[CH:19][CH:18]=1.O. (4) Given the product [CH2:1]([N:3]([CH2:43][C:42]1[CH:45]=[CH:46][C:39]([O:38][CH:35]2[CH2:36][CH2:37][N:32]([CH2:29][CH3:30])[CH2:33][CH2:34]2)=[CH:40][CH:41]=1)[C:4]1[CH:9]=[C:8]([O:10][CH3:11])[CH:7]=[CH:6][C:5]=1[C@@H:12]1[CH2:21][CH2:20][C:19]2[CH:18]=[C:17]([OH:22])[CH:16]=[CH:15][C:14]=2[CH2:13]1)[CH3:2], predict the reactants needed to synthesize it. The reactants are: [CH2:1]([NH:3][C:4]1[CH:9]=[C:8]([O:10][CH3:11])[CH:7]=[CH:6][C:5]=1[C@@H:12]1[CH2:21][CH2:20][C:19]2[CH:18]=[C:17]([O:22]C(=O)C(C)(C)C)[CH:16]=[CH:15][C:14]=2[CH2:13]1)[CH3:2].[C:29]([N:32]1[CH2:37][CH2:36][CH:35]([O:38][C:39]2[CH:46]=[CH:45][C:42]([CH:43]=O)=[CH:41][CH:40]=2)[CH2:34][CH2:33]1)(=O)[CH3:30]. (5) Given the product [C:35]([C:28]1[CH:6]([N:8]2[CH2:9][CH2:10][C:11](=[CH:14][C:15]3[N:19]=[C:18]([C:20]4[CH:21]=[CH:22][CH:23]=[CH:24][CH:25]=4)[O:17][N:16]=3)[CH2:12][CH2:13]2)[N:32]([O:33][CH3:34])[CH:31]=[CH:30][N:29]=1)#[N:36], predict the reactants needed to synthesize it. The reactants are: C(O[C:6]([N:8]1[CH2:13][CH2:12][C:11](=[CH:14][C:15]2[N:19]=[C:18]([C:20]3[CH:25]=[CH:24][CH:23]=[CH:22][CH:21]=3)[O:17][N:16]=2)[CH2:10][CH2:9]1)=O)(C)(C)C.ClC1[N:32]([O:33][CH3:34])[CH:31]=[CH:30][N:29]=[C:28]1[C:35]#[N:36]. (6) Given the product [NH2:14][CH:15]([CH:18]([C:20]1[CH:29]=[CH:28][CH:27]=[C:26]2[C:21]=1[CH:22]=[CH:23][CH:24]=[N:25]2)[CH3:19])[C:16]#[N:17], predict the reactants needed to synthesize it. The reactants are: C(=[N:14][CH:15]([CH:18]([C:20]1[CH:29]=[CH:28][CH:27]=[C:26]2[C:21]=1[CH:22]=[CH:23][CH:24]=[N:25]2)[CH3:19])[C:16]#[N:17])(C1C=CC=CC=1)C1C=CC=CC=1.Cl.